This data is from Full USPTO retrosynthesis dataset with 1.9M reactions from patents (1976-2016). The task is: Predict the reactants needed to synthesize the given product. (1) Given the product [F:1][C:2]1[CH:3]=[C:4]([C@@H:9]2[NH:18][C:19]3[NH:20][C:21](=[O:29])[N:22]([CH:26]([CH3:27])[CH3:28])[C:23](=[O:25])[C:24]=3[C:11](=[O:13])[CH2:10]2)[CH:5]=[CH:6][C:7]=1[F:8], predict the reactants needed to synthesize it. The reactants are: [F:1][C:2]1[CH:3]=[C:4]([C@H:9]([NH:18][C:19]2[NH:20][C:21](=[O:29])[N:22]([CH:26]([CH3:28])[CH3:27])[C:23](=[O:25])[CH:24]=2)[CH2:10][C:11]([O:13]C(C)(C)C)=O)[CH:5]=[CH:6][C:7]=1[F:8].C1(C)C=CC=CC=1.C(O)(C(F)(F)F)=O.FC1C=C([C@H](NC2NC(=O)N(C(C)C)C(=O)C=2)CC(O)=O)C=CC=1F. (2) Given the product [OH:13][CH2:12][C:9]1[CH:8]=[CH:7][N:6]2[C:11]([CH:10]=1)=[C:3]([C:1]#[N:2])[CH:4]=[CH:5]2, predict the reactants needed to synthesize it. The reactants are: [C:1]([C:3]1[CH:4]=[CH:5][N:6]2[C:11]=1[CH:10]=[C:9]([C:12](O)=[O:13])[CH:8]=[CH:7]2)#[N:2].CC(C)CC(Cl)=O.CN1CCOCC1.